Dataset: Full USPTO retrosynthesis dataset with 1.9M reactions from patents (1976-2016). Task: Predict the reactants needed to synthesize the given product. (1) Given the product [CH2:1]([O:3][C:4]([C:5]1[CH:6]=[C:7]2[C:8](=[CH:9][CH:10]=1)[NH:11][CH:12]([C:13]1[CH:18]=[CH:17][CH:16]=[CH:15][CH:14]=1)[C:47]([CH3:49])([CH3:48])[CH:46]2[OH:50])=[O:19])[CH3:2], predict the reactants needed to synthesize it. The reactants are: [CH2:1]([O:3][C:4](=[O:19])[C:5]1[CH:10]=[CH:9][C:8]([N:11]=[CH:12][C:13]2[CH:18]=[CH:17][CH:16]=[CH:15][CH:14]=2)=[CH:7][CH:6]=1)[CH3:2].O.[O-]S(C(F)(F)F)(=O)=O.[Yb+3].[O-]S(C(F)(F)F)(=O)=O.[O-]S(C(F)(F)F)(=O)=O.[CH:46](=[O:50])[CH:47]([CH3:49])[CH3:48].O. (2) The reactants are: C(OC([N:8]1[CH2:24][CH2:23][C@@H:11]2[N:12]([CH3:22])[C:13]3[C:14]([C:20]#[N:21])=[CH:15][C:16](Br)=[CH:17][C:18]=3[C@@H:10]2[CH2:9]1)=O)(C)(C)C.[Br-].[CH2:26]([Zn+])[CH:27]([CH3:29])[CH3:28]. Given the product [CH2:26]([C:16]1[CH:17]=[C:18]2[C:13](=[C:14]([C:20]#[N:21])[CH:15]=1)[N:12]([CH3:22])[C@H:11]1[CH2:23][CH2:24][NH:8][CH2:9][C@@H:10]21)[CH:27]([CH3:29])[CH3:28], predict the reactants needed to synthesize it.